Dataset: Peptide-MHC class I binding affinity with 185,985 pairs from IEDB/IMGT. Task: Regression. Given a peptide amino acid sequence and an MHC pseudo amino acid sequence, predict their binding affinity value. This is MHC class I binding data. The peptide sequence is FAEGVVAFL. The MHC is HLA-B46:01 with pseudo-sequence HLA-B46:01. The binding affinity (normalized) is 0.0847.